The task is: Predict the product of the given reaction.. This data is from Forward reaction prediction with 1.9M reactions from USPTO patents (1976-2016). (1) Given the reactants C[O:2]C1C(C2C=CC=CC=2C)=C(Cl)C=CC=1.Br.[H-].[Na+].C(Br)C=C.C(OCC=C)C=C.[CH2:31]([C:34]1[CH:39]=[CH:38][C:37]([Cl:40])=[C:36]([C:41]2[CH:46]=[CH:45][CH:44]=[CH:43][C:42]=2[CH3:47])[C:35]=1[OH:48])[CH:32]=[CH2:33].ClC1C=C(C=CC=1)C(OO)=O.C(=O)([O-])[O-].[K+].[K+], predict the reaction product. The product is: [CH3:47][C:42]1[CH:43]=[CH:44][CH:45]=[CH:46][C:41]=1[C:36]1[C:35]2[O:48][CH:32]([CH2:33][OH:2])[CH2:31][C:34]=2[CH:39]=[CH:38][C:37]=1[Cl:40]. (2) The product is: [ClH:28].[CH3:1][N:2]([CH:15]1[CH2:20][CH2:19][NH:18][CH2:17][CH2:16]1)[C:3]([C:5]1[CH:6]=[C:7]2[C:11](=[CH:12][CH:13]=1)[C:10](=[O:14])[O:9][CH2:8]2)=[O:4]. Given the reactants [CH3:1][N:2]([CH:15]1[CH2:20][CH2:19][N:18](C(OC(C)(C)C)=O)[CH2:17][CH2:16]1)[C:3]([C:5]1[CH:6]=[C:7]2[C:11](=[CH:12][CH:13]=1)[C:10](=[O:14])[O:9][CH2:8]2)=[O:4].[ClH:28], predict the reaction product. (3) Given the reactants [C:1]1([CH3:12])[CH:6]=[CH:5][C:4]([S:7]([NH:10][NH2:11])(=[O:9])=[O:8])=[CH:3][CH:2]=1.[C:13]([O:17][C:18]([N:20]1[C:25]2([CH3:29])[CH2:26][CH2:27][CH2:28][C:21]1([CH3:31])[CH2:22][C:23](=O)[CH2:24]2)=[O:19])([CH3:16])([CH3:15])[CH3:14].O.C(=O)(O)[O-].[Na+], predict the reaction product. The product is: [C:13]([O:17][C:18]([N:20]1[C:21]2([CH3:31])[CH2:28][CH2:27][CH2:26][C:25]1([CH3:29])[CH2:24][C:23](=[N:11][NH:10][S:7]([C:4]1[CH:3]=[CH:2][C:1]([CH3:12])=[CH:6][CH:5]=1)(=[O:8])=[O:9])[CH2:22]2)=[O:19])([CH3:16])([CH3:14])[CH3:15].